Dataset: Reaction yield outcomes from USPTO patents with 853,638 reactions. Task: Predict the reaction yield, written as a fraction of the theoretical maximum amount of product (1.0 means a 100% yield; for example, 0.34 means a 34% yield). (1) The reactants are [CH3:1][O:2][CH2:3][CH2:4][O:5][C:6]1[CH:11]=[CH:10][CH:9]=[CH:8][C:7]=1[C:12]1[N:17]=[C:16]([CH3:18])[NH:15][C:14](=O)[CH:13]=1.N.O=P(Cl)(Cl)[Cl:23]. No catalyst specified. The product is [Cl:23][C:14]1[CH:13]=[C:12]([C:7]2[CH:8]=[CH:9][CH:10]=[CH:11][C:6]=2[O:5][CH2:4][CH2:3][O:2][CH3:1])[N:17]=[C:16]([CH3:18])[N:15]=1. The yield is 0.870. (2) The yield is 0.608. No catalyst specified. The reactants are [Cl:1][C:2]1[N:3]=[C:4](Cl)[C:5]2[CH2:10][O:9][CH:8]([C:11]3[CH:16]=[CH:15][C:14]([F:17])=[CH:13][CH:12]=3)[C:6]=2[N:7]=1.Cl.[CH3:20][NH2:21]. The product is [Cl:1][C:2]1[N:3]=[C:4]([NH:21][CH3:20])[C:5]2[CH2:10][O:9][CH:8]([C:11]3[CH:16]=[CH:15][C:14]([F:17])=[CH:13][CH:12]=3)[C:6]=2[N:7]=1.